This data is from Reaction yield outcomes from USPTO patents with 853,638 reactions. The task is: Predict the reaction yield, written as a fraction of the theoretical maximum amount of product (1.0 means a 100% yield; for example, 0.34 means a 34% yield). The yield is 0.320. The reactants are [C:1]([O:7][CH2:8][CH3:9])(=[O:6])[CH2:2][C:3]([CH3:5])=O.[CH3:10][O:11][C:12]1[CH:13]=[C:14]2[C:19](=[CH:20][CH:21]=1)[N+:18]([O-])=CC=[CH:15]2.Cl. The product is [CH3:10][O:11][C:12]1[CH:13]=[C:14]2[C:19](=[CH:20][CH:21]=1)[N:18]=[C:3]([CH2:2][C:1]([O:7][CH2:8][CH3:9])=[O:6])[CH:5]=[CH:15]2. The catalyst is C(OC(=O)C)(=O)C.